This data is from Drug-target binding data from BindingDB using IC50 measurements. The task is: Regression. Given a target protein amino acid sequence and a drug SMILES string, predict the binding affinity score between them. We predict pIC50 (pIC50 = -log10(IC50 in M); higher means more potent). Dataset: bindingdb_ic50. (1) The drug is CCCCCCCCCCCCS(=O)(=O)N[C@H](CO)[C@H](O)c1ccc([N+](=O)[O-])cc1. The target protein (Q9NR71) has sequence MAKRTFSNLETFLIFLLVMMSAITVALLSLLFITSGTIENHKDLGGHFFSTTQSPPATQGSTAAQRSTATQHSTATQSSTATQTSPVPLTPESPLFQNFSGYHIGVGRADCTGQVADINLMGYGKSGQNAQGILTRLYSRAFIMAEPDGSNRTVFVSIDIGMVSQRLRLEVLNRLQSKYGSLYRRDNVILSGTHTHSGPAGYFQYTVFVIASEGFSNQTFQHMVTGILKSIDIAHTNMKPGKIFINKGNVDGVQINRSPYSYLQNPQSERARYSSNTDKEMIVLKMVDLNGDDLGLISWFAIHPVSMNNSNHLVNSDNVGYASYLLEQEKNKGYLPGQGPFVAAFASSNLGDVSPNILGPRCINTGESCDNANSTCPIGGPSMCIAKGPGQDMFDSTQIIGRAMYQRAKELYASASQEVTGPLASAHQWVDMTDVTVWLNSTHASKTCKPALGYSFAAGTIDGVGGLNFTQGKTEGDPFWDTIRDQILGKPSEEIKECHK.... The pIC50 is 4.3. (2) The small molecule is O=c1c(O)c(-c2ccc(O)cc2)oc2cc(OC3O[C@H](CO)[C@@H](O)[C@H](O)[C@H]3O)cc(O)c12. The target protein (P00697) has sequence MKALLVLGFLLLSASVQAKIYERCQFARTLKRNGMSGYYGVSLADWVCLAQHESNYNTQARNYNPGDQSTDYGIFQINSRYWCNDGKTPRAKNACGIPCSALLQDDITQAIQCAKRVVRDPQGIRAWVAWQRHCKNRDLSGYIRNCGV. The pIC50 is 4.5. (3) The drug is C[C@]1(O)CCN(c2c(C#N)c(C(F)(F)F)nc3cc[nH]c23)C1. The target protein (Q02974) has sequence MEEKQILCVGLVVLDIINVVDKYPEEDTDRRCLSQRWQRGGNASNSCTVLSLLGARCAFMGSLAHGHVADFLVADFRRRGVDVSQVAWQSQGDTPCSCCIVNNSNGSRTIILYDTNLPDVSAKDFEKVDLTRFKWIHIEGRNASEQVKMLQRIEQYNATQPLQQKVRVSVEIEKPREELFQLFGYGEVVFVSKDVAKHLGFRSAGEALKGLYSRVKKGATLICAWAEEGADALGPDGQLLHSDAFPPPRVVDTLGAGDTFNASVIFSLSKGNSMQEALRFGCQVAGKKCGLQGFDGIV. The pIC50 is 6.2. (4) The drug is Cc1cc(=O)oc2cc(OCC(O)CNc3nc4ccc(Cl)cc4s3)ccc12. The target protein sequence is MFSVPGVSGILNRGGGHKIKGTVVLMRKNVLDFNSVADLTKGNVGGLIGTGLNVVGSTLDNLTAFLGRSVALQLISATKPLANGKGKVGKDTFLEGIIVSLPTLGAGESAFNIQFEWDESMGIPGAFYIKNYMQVEFYLKSLTLEDVPNQGTIRFVCNSWVYNTKLYKSVRIFFANHTYVPSETPAALVGYREEELKNLRGDGKGERKEHDRIYDYDVYNDLGNPDHGENFARPILGGSSTHPYPRRGRTGRYPTRKDQNSEKPGEVYVPRDENFGHLKSSDFLAYGIKSLSQYVLPAFESVFDLNFTPNEFDSFQDVRDLHEGGIKLPTEVISTIMPLPVVKELFRTDGEQVLKFPPPHVIQVSKSAWMTDEEFAREMVAGVNPCVIRGLQEFPPKSNLDPTIYGEQTSKITADALDLDGYTVDEALASRRLFMLDYHDVFMPYIRRINQTYAKAYATRTILFLRENGTLKPVAIELSLPHPAGDLSGAVSQVILPAKE.... The pIC50 is 8.5. (5) The compound is C=C[C@@H]1C[C@]1(NC(=O)[C@@H]1CN(c2ccc(Br)cc2)CN1C(=O)[C@@H](NC(=O)OC1CCCC1)C(C)(C)C)C(=O)NS(=O)(=O)C1CC1. The target protein sequence is APITAYAQQTRGLLGCIITSLTGRDKNQVEGEVQIVSTAAQTFLATCINGVCWTVYHGAGTRTIASPKGPVIQMYTNVDQDLVGWPAPQGSRSLTPCTCGSSDLYLVTRHADVIPVRRRGDSRGSLLSPRPISYLKGSSGGPLLCPAGHAVGIFRAAVCTRGVAKAVDFIPVENLETTMRSPVFTDNSSPPVVPQSFQVAHLHAPTGSGKSTKVPAAYAAQGYKVLVLNPSVAATLGFGAYMSKAHGIDPNIRTGVRTITTGSPITYSTYGKFLADGGCSGGAYDIIICDECHSTDATSILGIGTVLDQAETAGARLVVLATATPPGSVTVPHPNIEEVALSTTGEIPFYGKAIPLEVIKGGRHLIFCHSKKKCDELAAKLVALGINAVAYYRGLDVSVIPTSGDVVVVATDALMTGYTGDFDSVIDCNTCVTQTVDFSLDPTFTIETITLPQDAVSRTQRRGRTGRGKPGIYRFVAPGERPSGMFDSSVLCECYDAGCA.... The pIC50 is 7.4. (6) The compound is COc1ccc2c(OC[C@@H]3C[C@H]4C(=O)N(C)CCCC/C=C\[C@H]5C[C@]5(C(=O)NS(=O)(=O)C5CC5)NC(=O)N34)cc(-c3ccccc3)nc2c1. The target protein sequence is SPITAYSQQTRGLLGCIITSLTGRDKNQVEGEVQVVSTATQSFLATCVNGVCWTVFHGAGSKTLAGPKGPITQMYTNVDQDLVGWMAPPGARSMTPCTCGSSDLYLVTRHADVIPVRRRGDGRGSLLSPRPVSYLKGSSGGPLLCPSGHVVGIFRAAVCTRGVAKAVDFVPVESMETTMRSPVFTDNSSPPAVPQTFQVAHLHAPTGSGKSTKVPAAYAAQGYKVLVLNPSVAATLGFGAYMSKAGTDPNIRTGVRTITTGAPITYSTYGKFLADGGCSGGAYDIICDECHSTDSTTLGIGTVLDQAETAGARLVVLATATPPGSTVPHPNIEEVALSTTGEIPFYGKAIPIETIKGGRHLIFCHSKKKCDELAGKLSALGLNAVAYYRGLDVSVIPTSGDVVVVATDALMTGYTGDFDSVIDCNTCVTQTVDFSLDPTFTIETTTVPQDAVSRSQRRGRTGRGRGIYRFVTPGERPSGMFDSSVLCECYDAGCAWYELT.... The pIC50 is 7.3. (7) The drug is CCc1nc(N)nc(N)c1C#C[C@H](C)c1cc(OC)cc(-c2ccc(C(=O)O)cc2)c1. The target protein (P0A017) has sequence MTLSILVAHDLQRVIGFENQLPWHLPNDLKHVKKLSTGHTLVMGRKTFESIGKPLPNRRNVVLTSDTSFNVEGVDVIHSIEDIYQLPGHVFIFGGQTLFEEMIDKVDDMYITVIEGKFRGDTFFPPYTFEDWEVASSVEGKLDEKNTIPHTFLHLIRKK. The pIC50 is 7.8. (8) The compound is CCCN(c1nc(Nc2ccc3c(c2)S(=O)(=O)NC3)ncc1F)c1cccc2[nH]ncc12. The target protein sequence is PEEIRPKEVYLDRKLLTLEDKELGSGNFGTVKKGYYQMKKVVKTVAVKILKNEANDPALKDELLAEANVMQQLDNPYIVRMIGICEAESWMLVMEMAELGPLNKYLQQNRHVKDKNIIELVHQVSMGMKYLEESNFVHRDLAARNVLLVTQHYAKISDFGLSKALRADENYYKAQTHGKWPVKWYAPECINYYKFSSKSDVWSFGVLMWEAFSYGQKPYRGMKGSEVTAMLEKGERMGCPAGCPREMYDLMNLCWTYDVENRPGFAAVELRLRNYYYDVVN. The pIC50 is 8.4. (9) The drug is O=C(OC(C(F)(F)F)C(F)(F)F)N1CCN(S(=O)(=O)c2ccc3ccccc3c2)CC1. The target protein (O08914) has sequence MVLSEVWTALSGLSGVCLACSLLSAAVVLRWTRSQTARGAVTRARQKQRAGLETMDKAVQRFRLQNPDLDSEALLALPLLQLVQKLQSGELSPEAVLFTYLGKAWEVNKGTNCVTSYLTDCETQLSQAPRQGLLYGVPVSLKECFSYKGHASTLGLSLNEGVTSESDCVVVQVLKLQGAVPFVHTNVPQSMLSYDCSNPLFGQTMNPWKPSKSPGGSSGGEGALIGSGGSPLGLGTDIGGSIRFPSAFCGICGLKPTGNRLSKSGLKSCVYGQTAVQLSVGPMARDVDSLALCMKALLCEDLFRLDSTIPPLPFREEIYRSSRPLRVGYYETDNYTMPTPAMRRAVMETKQSLEAAGHTLVPFLPNNIPYALEVLSAGGLFSDGGCSFLQNFKGDFVDPCLGDLVLVLKLPRWFKKLLSFLLKPLFPRLAAFLNSMCPRSAEKLWELQHEIEMYRQSVIAQWKAMNLDVVLTPMLGPALDLNTPGRATGAISYTVLYNCL.... The pIC50 is 5.0.